Dataset: Forward reaction prediction with 1.9M reactions from USPTO patents (1976-2016). Task: Predict the product of the given reaction. (1) Given the reactants [C:1]1([C:7]([CH2:9][C:10]2[CH:15]=[CH:14][CH:13]=[CH:12][CH:11]=2)=[O:8])[CH:6]=[CH:5][CH:4]=[CH:3][CH:2]=1.CC(C)([O-])C.[K+].Br[CH2:23][C:24]1[CH:29]=[CH:28][C:27]([CH:30]2[S:34](=[O:36])(=[O:35])[N:33]([C:37]([CH3:40])([CH3:39])[CH3:38])[C:32](=[O:41])[CH2:31]2)=[CH:26][CH:25]=1, predict the reaction product. The product is: [C:37]([N:33]1[C:32](=[O:41])[CH2:31][CH:30]([C:27]2[CH:26]=[CH:25][C:24]([CH2:23][CH:9]([C:10]3[CH:11]=[CH:12][CH:13]=[CH:14][CH:15]=3)[C:7](=[O:8])[C:1]3[CH:2]=[CH:3][CH:4]=[CH:5][CH:6]=3)=[CH:29][CH:28]=2)[S:34]1(=[O:36])=[O:35])([CH3:40])([CH3:38])[CH3:39]. (2) The product is: [Cl:1][C:2]1[CH:7]=[CH:6][CH:5]=[CH:4][C:3]=1[NH:8][C:9]([C:11]1[S:12][C:13]2[CH2:14][CH2:15][O:16][C:17]3[CH:24]=[C:23]([Br:25])[CH:22]=[CH:21][C:18]=3[C:19]=2[N:20]=1)=[S:35]. Given the reactants [Cl:1][C:2]1[CH:7]=[CH:6][CH:5]=[CH:4][C:3]=1[NH:8][C:9]([C:11]1[S:12][C:13]2[CH2:14][CH2:15][O:16][C:17]3[CH:24]=[C:23]([Br:25])[CH:22]=[CH:21][C:18]=3[C:19]=2[N:20]=1)=O.COC1C=CC(P2(SP(C3C=CC(OC)=CC=3)(=S)S2)=[S:35])=CC=1, predict the reaction product.